This data is from Full USPTO retrosynthesis dataset with 1.9M reactions from patents (1976-2016). The task is: Predict the reactants needed to synthesize the given product. (1) Given the product [F:1][C:2]1[CH:3]=[C:4]([N:17]2[CH2:22][CH2:21][O:20][CH2:19][CH2:18]2)[CH:5]=[CH:6][C:7]=1[CH2:8][N:9]1[CH2:16][CH:15]2[CH2:14][N:13]([C:40]([O:39][N:36]3[C:37](=[O:38])[CH2:32][CH2:33][C:34]3=[O:35])=[O:41])[CH2:12][CH:11]2[CH2:10]1, predict the reactants needed to synthesize it. The reactants are: [F:1][C:2]1[CH:3]=[C:4]([N:17]2[CH2:22][CH2:21][O:20][CH2:19][CH2:18]2)[CH:5]=[CH:6][C:7]=1[CH2:8][N:9]1[CH2:16][CH:15]2[CH:11]([CH2:12][NH:13][CH2:14]2)[CH2:10]1.C(N(CC)C(C)C)(C)C.[CH2:32]1[C:37](=[O:38])[N:36]([O:39][C:40](ON2C(=O)CCC2=O)=[O:41])[C:34](=[O:35])[CH2:33]1. (2) Given the product [CH3:15][NH:14][C:12]([C:4]1[CH:3]=[C:2]([C:17]#[C:16][Si:18]([CH3:21])([CH3:20])[CH3:19])[CH:7]=[C:6]([C:8]([NH:10][CH3:11])=[O:9])[CH:5]=1)=[O:13], predict the reactants needed to synthesize it. The reactants are: I[C:2]1[CH:3]=[C:4]([C:12]([NH:14][CH3:15])=[O:13])[CH:5]=[C:6]([C:8]([NH:10][CH3:11])=[O:9])[CH:7]=1.[C:16]([Si:18]([CH3:21])([CH3:20])[CH3:19])#[CH:17]. (3) Given the product [CH2:16]([CH:3]1[C:4]2[NH:5][C:6]3[C:11]([C:12]=2[CH2:13][CH2:14][N:2]1[CH3:1])=[CH:10][C:9]([CH3:15])=[CH:8][CH:7]=3)[CH3:17], predict the reactants needed to synthesize it. The reactants are: [CH3:1][N:2]1[CH2:14][CH2:13][C:12]2[C:11]3[C:6](=[CH:7][CH:8]=[C:9]([CH3:15])[CH:10]=3)[NH:5][C:4]=2[CH:3]1[C:16]1C=CC=C[CH:17]=1.N1C2C(=CC=C3C=2N=CC=C3)C=CC=1.[O-]P([O-])([O-])=O.[K+].[K+].[K+].BrC#CC1C=CC(Cl)=CC=1. (4) Given the product [F:1][C:2]1[C:11]([O:12][CH:13]2[CH2:18][CH2:17][CH2:16][CH2:15][O:14]2)=[CH:10][CH:9]=[C:8]2[C:3]=1[C:4]([CH3:34])([OH:33])[CH:5]([C:26]1[CH:31]=[CH:30][C:29]([F:32])=[CH:28][CH:27]=1)[CH:6]([C:19]1[CH:24]=[CH:23][C:22]([O:43][CH2:42][CH2:41][N:39]3[CH2:40][CH:37]([CH2:36][F:35])[CH2:38]3)=[CH:21][CH:20]=1)[O:7]2, predict the reactants needed to synthesize it. The reactants are: [F:1][C:2]1[C:11]([O:12][CH:13]2[CH2:18][CH2:17][CH2:16][CH2:15][O:14]2)=[CH:10][CH:9]=[C:8]2[C:3]=1[C:4]([CH3:34])([OH:33])[CH:5]([C:26]1[CH:31]=[CH:30][C:29]([F:32])=[CH:28][CH:27]=1)[CH:6]([C:19]1[CH:24]=[CH:23][C:22](I)=[CH:21][CH:20]=1)[O:7]2.[F:35][CH2:36][CH:37]1[CH2:40][N:39]([CH2:41][CH2:42][OH:43])[CH2:38]1.C(=O)([O-])[O-].[K+].[K+]. (5) Given the product [NH2:24][C:21]1[N:20]=[CH:19][C:18]([O:17][C:15]2[CH:14]=[CH:13][N:12]=[C:11]([NH:10][C:8]([N:5]3[CH2:4][CH2:3][N:2]([CH3:1])[CH2:7][CH2:6]3)=[O:9])[CH:16]=2)=[CH:23][CH:22]=1, predict the reactants needed to synthesize it. The reactants are: [CH3:1][N:2]1[CH2:7][CH2:6][N:5]([C:8]([NH:10][C:11]2[CH:16]=[C:15]([O:17][C:18]3[CH:19]=[N:20][C:21]([N+:24]([O-])=O)=[CH:22][CH:23]=3)[CH:14]=[CH:13][N:12]=2)=[O:9])[CH2:4][CH2:3]1.